The task is: Predict the product of the given reaction.. This data is from Forward reaction prediction with 1.9M reactions from USPTO patents (1976-2016). The product is: [Br:5][CH2:1][C:18]1[CH:19]=[C:14]([C:11]2[CH:12]=[CH:13][C:8]([C:7]([F:6])([F:23])[F:22])=[CH:9][CH:10]=2)[CH:15]=[CH:16][CH:17]=1. Given the reactants [C:1]([Br:5])(Br)(Br)Br.[F:6][C:7]([F:23])([F:22])[C:8]1[CH:13]=[CH:12][C:11]([C:14]2[CH:19]=[CH:18][CH:17]=[C:16](CO)[CH:15]=2)=[CH:10][CH:9]=1, predict the reaction product.